From a dataset of Catalyst prediction with 721,799 reactions and 888 catalyst types from USPTO. Predict which catalyst facilitates the given reaction. Reactant: [N:1]1[N:2]([C:6]2[CH:7]=[C:8]([NH:12][C:13]3[C:18]([C:19]([NH2:21])=[O:20])=[CH:17][N:16]=[C:15](SC)[N:14]=3)[CH:9]=[CH:10][CH:11]=2)[N:3]=[CH:4][CH:5]=1.C1C=C(Cl)C=C(C(OO)=O)C=1.[CH3:35][NH:36][CH3:37]. Product: [N:1]1[N:2]([C:6]2[CH:7]=[C:8]([NH:12][C:13]3[C:18]([C:19]([NH2:21])=[O:20])=[CH:17][N:16]=[C:15]([N:36]([CH3:37])[CH3:35])[N:14]=3)[CH:9]=[CH:10][CH:11]=2)[N:3]=[CH:4][CH:5]=1. The catalyst class is: 31.